From a dataset of Reaction yield outcomes from USPTO patents with 853,638 reactions. Predict the reaction yield, written as a fraction of the theoretical maximum amount of product (1.0 means a 100% yield; for example, 0.34 means a 34% yield). (1) The reactants are [Cl:1][C:2]1[CH:7]=[CH:6][C:5]([C:8]2[N:12]([C:13]3[CH:18]=[CH:17][C:16]([S:19]([NH2:22])(=[O:21])=[O:20])=[CH:15][CH:14]=3)[N:11]=[C:10](CC#N)[CH:9]=2)=[CH:4][CH:3]=1.Cl.[Li+].[OH-:28].[CH2:29]([OH:31])[CH3:30]. The catalyst is O. The product is [NH2:22][S:19]([C:16]1[CH:17]=[CH:18][C:13]([N:12]2[C:8]([C:5]3[CH:6]=[CH:7][C:2]([Cl:1])=[CH:3][CH:4]=3)=[CH:9][C:10]([CH2:30][C:29]([OH:28])=[O:31])=[N:11]2)=[CH:14][CH:15]=1)(=[O:21])=[O:20]. The yield is 0.760. (2) The reactants are [CH3:1][O:2][C:3]1[CH:4]=[C:5]([OH:9])[CH:6]=[CH:7][CH:8]=1.[N:10]([O-:12])=[O:11].[Na+].[N+]([O-])(O)=O. The catalyst is C(O)(=O)CC.O. The product is [CH3:1][O:2][C:3]1[CH:8]=[CH:7][C:6]([N+:10]([O-:12])=[O:11])=[C:5]([OH:9])[CH:4]=1. The yield is 0.550. (3) The product is [CH2:22]([O:1][C:2]1[C:9]([O:10][C:11]([F:12])([F:13])[F:14])=[CH:8][CH:7]=[CH:6][C:3]=1[CH:4]=[O:5])[CH2:23][CH3:24]. The catalyst is CN(C=O)C. The yield is 0.960. The reactants are [OH:1][C:2]1[C:9]([O:10][C:11]([F:14])([F:13])[F:12])=[CH:8][CH:7]=[CH:6][C:3]=1[CH:4]=[O:5].C([O-])([O-])=O.[K+].[K+].Br[CH2:22][CH2:23][CH3:24].